This data is from Catalyst prediction with 721,799 reactions and 888 catalyst types from USPTO. The task is: Predict which catalyst facilitates the given reaction. (1) Reactant: [N:1]1[N:5]2[C:6]3[CH2:13][CH2:12][N:11]([C:14]4[CH:15]=[C:16]([CH:21]=[CH:22][CH:23]=4)[C:17]([O:19]C)=[O:18])[CH2:10][C:7]=3[CH:8]=[N:9][C:4]2=[CH:3][CH:2]=1.O1CCCC1.[OH-].[Na+].Cl. Product: [N:1]1[N:5]2[C:6]3[CH2:13][CH2:12][N:11]([C:14]4[CH:15]=[C:16]([CH:21]=[CH:22][CH:23]=4)[C:17]([OH:19])=[O:18])[CH2:10][C:7]=3[CH:8]=[N:9][C:4]2=[CH:3][CH:2]=1. The catalyst class is: 5. (2) Reactant: [Cl:1][C:2]1[CH:7]=[CH:6][C:5]([C:8]2([C:13]3[CH:18]=[CH:17][C:16]([N+:19]([O-])=[O:20])=[CH:15][CH:14]=3)[O:12][CH2:11][CH2:10][O:9]2)=[CH:4][CH:3]=1.[CH3:22][C:23]1[CH:24]=[C:25]([CH2:29]C#N)[CH:26]=[CH:27][CH:28]=1.[OH-].[Na+].O. Product: [Cl:1][C:2]1[CH:7]=[CH:6][C:5]([C:8]2([C:13]3[CH:14]=[CH:15][C:16]4[C:17]([CH:18]=3)=[C:22]([C:23]3[CH:28]=[CH:27][CH:26]=[C:25]([CH3:29])[CH:24]=3)[O:20][N:19]=4)[O:9][CH2:10][CH2:11][O:12]2)=[CH:4][CH:3]=1. The catalyst class is: 5. (3) Reactant: Cl[C:2]1[N:3]=[C:4]([NH:18][CH3:19])[C:5]2[N:6]=[C:7]([NH:14][CH2:15][CH2:16][CH3:17])[N:8]=[C:9]([NH:12][CH3:13])[C:10]=2[N:11]=1.[CH2:20]1[O:29][C:23]2([CH2:28][CH2:27][NH:26][CH2:25][CH2:24]2)[O:22][CH2:21]1.C([O-])(O)=O.[Na+]. Product: [O:22]1[C:23]2([CH2:28][CH2:27][N:26]([C:2]3[N:3]=[C:4]([NH:18][CH3:19])[C:5]4[N:6]=[C:7]([NH:14][CH2:15][CH2:16][CH3:17])[N:8]=[C:9]([NH:12][CH3:13])[C:10]=4[N:11]=3)[CH2:25][CH2:24]2)[O:29][CH2:20][CH2:21]1. The catalyst class is: 51. (4) Reactant: [OH:1][C:2]([C:5]1[S:9][C:8]([NH:10]C(=O)OC(C)(C)C)=[N:7][C:6]=1[C:18]([F:21])([F:20])[F:19])([CH3:4])[CH3:3].C(O)(C(F)(F)F)=O.C(=O)(O)[O-].[Na+]. Product: [NH2:10][C:8]1[S:9][C:5]([C:2]([OH:1])([CH3:3])[CH3:4])=[C:6]([C:18]([F:21])([F:19])[F:20])[N:7]=1. The catalyst class is: 2. (5) Reactant: [Br:1][C:2]1[CH:3]=[C:4](/[CH:8]=[CH:9]/[C:10]([OH:12])=O)[CH:5]=[CH:6][CH:7]=1.C(N(CC)CC)C.C1(P([N:34]=[N+:35]=[N-:36])(C2C=CC=CC=2)=O)C=CC=CC=1. Product: [N:34]([C:10](=[O:12])/[CH:9]=[CH:8]/[C:4]1[CH:5]=[CH:6][CH:7]=[C:2]([Br:1])[CH:3]=1)=[N+:35]=[N-:36]. The catalyst class is: 11. (6) Reactant: N1(O[C:11]2[N:16]=[C:15]([NH:17][C:18]3[CH:26]=[CH:25][CH:24]=[C:23]4[C:19]=3[CH:20]=[CH:21][N:22]4[CH3:27])[C:14]([C:28]([NH2:30])=[O:29])=[CH:13][N:12]=2)C2C=CC=CC=2N=N1.[C:31]([NH:34][C:35]1[CH:36]=[C:37]([CH:39]=[CH:40][CH:41]=1)[NH2:38])(=[O:33])[CH3:32].CC1C=CC(S(O)(=O)=O)=CC=1.O. Product: [C:31]([NH:34][C:35]1[CH:36]=[C:37]([NH:38][C:11]2[N:16]=[C:15]([NH:17][C:18]3[CH:26]=[CH:25][CH:24]=[C:23]4[C:19]=3[CH:20]=[CH:21][N:22]4[CH3:27])[C:14]([C:28]([NH2:30])=[O:29])=[CH:13][N:12]=2)[CH:39]=[CH:40][CH:41]=1)(=[O:33])[CH3:32]. The catalyst class is: 37.